This data is from Catalyst prediction with 721,799 reactions and 888 catalyst types from USPTO. The task is: Predict which catalyst facilitates the given reaction. (1) Reactant: [H-].[Na+].[C:3]1([C:9]2[C:13]([N:14]3[CH2:19][CH2:18][N:17]([C:20]([O:22][C:23]([CH3:26])([CH3:25])[CH3:24])=[O:21])[CH2:16][CH2:15]3)=[CH:12][NH:11][N:10]=2)[CH:8]=[CH:7][CH:6]=[CH:5][CH:4]=1.Cl[CH2:28][CH2:29][N:30]([CH3:32])[CH3:31]. Product: [CH3:31][N:30]([CH3:32])[CH2:29][CH2:28][N:11]1[CH:12]=[C:13]([N:14]2[CH2:15][CH2:16][N:17]([C:20]([O:22][C:23]([CH3:26])([CH3:25])[CH3:24])=[O:21])[CH2:18][CH2:19]2)[C:9]([C:3]2[CH:4]=[CH:5][CH:6]=[CH:7][CH:8]=2)=[N:10]1. The catalyst class is: 3. (2) Reactant: [CH:1]1([CH:7]([NH:22][C:23]2[CH:31]=[CH:30][C:26]([C:27]([OH:29])=O)=[CH:25][CH:24]=2)[C:8]2[CH:12]=[C:11]([C:13]3[C:14]([CH3:20])=[N:15][N:16]([CH3:19])[C:17]=3[CH3:18])[O:10][C:9]=2[CH3:21])[CH2:6][CH2:5][CH2:4][CH2:3][CH2:2]1.[CH3:32][NH:33][CH2:34][CH2:35][C:36]([O:38]CC)=[O:37].Cl.C(N=C=NCCCN(C)C)C.O.OC1C2N=NNC=2C=CC=1. Product: [CH:1]1([CH:7]([NH:22][C:23]2[CH:31]=[CH:30][C:26]([C:27]([N:33]([CH3:32])[CH2:34][CH2:35][C:36]([OH:38])=[O:37])=[O:29])=[CH:25][CH:24]=2)[C:8]2[CH:12]=[C:11]([C:13]3[C:14]([CH3:20])=[N:15][N:16]([CH3:19])[C:17]=3[CH3:18])[O:10][C:9]=2[CH3:21])[CH2:6][CH2:5][CH2:4][CH2:3][CH2:2]1. The catalyst class is: 842. (3) Reactant: [O:1]1[C:3]2([CH2:8][CH2:7][N:6]([C:9]3[CH:14]=[CH:13][C:12]([N:15]4[CH2:19][C@H:18]([CH2:20][NH:21][C:22](=[O:24])[CH3:23])[O:17][C:16]4=[O:25])=[CH:11][C:10]=3[F:26])[CH2:5][CH2:4]2)[CH2:2]1.[N-:27]=[N+:28]=[N-:29].[Na+].C(O)(=O)C. Product: [N:27]([CH2:2][C:3]1([OH:1])[CH2:4][CH2:5][N:6]([C:9]2[CH:14]=[CH:13][C:12]([N:15]3[CH2:19][C@H:18]([CH2:20][NH:21][C:22](=[O:24])[CH3:23])[O:17][C:16]3=[O:25])=[CH:11][C:10]=2[F:26])[CH2:7][CH2:8]1)=[N+:28]=[N-:29]. The catalyst class is: 9. (4) The catalyst class is: 9. Reactant: [F:1][C:2]1[CH:7]=[CH:6][C:5]([CH2:8][C:9]([NH:11][CH:12]2[CH2:17][CH2:16][NH:15][CH2:14][CH2:13]2)=[O:10])=[CH:4][CH:3]=1.[Br:18][C:19]1[CH:24]=[CH:23][C:22]([CH2:25]Br)=[CH:21][CH:20]=1.C(=O)([O-])[O-].[K+].[K+].O. Product: [Br:18][C:19]1[CH:24]=[CH:23][C:22]([CH2:25][N:15]2[CH2:16][CH2:17][CH:12]([NH:11][C:9](=[O:10])[CH2:8][C:5]3[CH:6]=[CH:7][C:2]([F:1])=[CH:3][CH:4]=3)[CH2:13][CH2:14]2)=[CH:21][CH:20]=1. (5) Reactant: [F:1][C:2]1[CH:7]=[C:6]([F:8])[CH:5]=[CH:4][C:3]=1[CH:9]([OH:25])[CH2:10][NH:11][S:12]([C:15]1[C:16]2[CH2:23][CH2:22][CH2:21][C:20](=[O:24])[C:17]=2[S:18][CH:19]=1)(=[O:14])=[O:13].[C:26](=O)([O-])[O-].[K+].[K+].CI.C(OCC)(=O)C. Product: [F:1][C:2]1[CH:7]=[C:6]([F:8])[CH:5]=[CH:4][C:3]=1[CH:9]([OH:25])[CH2:10][N:11]([CH3:26])[S:12]([C:15]1[C:16]2[CH2:23][CH2:22][CH2:21][C:20](=[O:24])[C:17]=2[S:18][CH:19]=1)(=[O:14])=[O:13]. The catalyst class is: 9. (6) Reactant: [H-].[Na+].[Cl:3][C:4]1[CH:5]=[C:6]([CH2:25][C:26]([O:28][CH2:29][CH3:30])=[O:27])[CH:7]=[C:8]([C:15]2[CH:20]=[CH:19][C:18]([C:21]([F:24])([F:23])[F:22])=[CH:17][CH:16]=2)[C:9]=1[O:10][CH2:11][CH:12]1[CH2:14][CH2:13]1.[CH:31]1([CH2:34]Br)[CH2:33][CH2:32]1. Product: [Cl:3][C:4]1[CH:5]=[C:6]([CH:25]([CH2:34][CH:31]2[CH2:33][CH2:32]2)[C:26]([O:28][CH2:29][CH3:30])=[O:27])[CH:7]=[C:8]([C:15]2[CH:16]=[CH:17][C:18]([C:21]([F:24])([F:22])[F:23])=[CH:19][CH:20]=2)[C:9]=1[O:10][CH2:11][CH:12]1[CH2:13][CH2:14]1. The catalyst class is: 3. (7) Product: [Br:1][C:2]1[N:3]=[C:4]([Cl:10])[C:5]2[N:6]([CH:11]=[N:9][N:8]=2)[CH:7]=1. The catalyst class is: 6. Reactant: [Br:1][C:2]1[N:3]=[C:4]([Cl:10])[C:5]([NH:8][NH2:9])=[N:6][CH:7]=1.[CH:11](OCC)(OCC)OCC. (8) Reactant: Cl.[Br:2][C:3]1[CH:8]=[CH:7][C:6]([NH:9]N)=[CH:5][CH:4]=1.[C:11]([C:19]1[CH:24]=[CH:23][CH:22]=[CH:21][CH:20]=1)(=O)[CH2:12][CH2:13][CH2:14][CH2:15][CH2:16][CH3:17]. Product: [Br:2][C:3]1[CH:8]=[C:7]2[C:6](=[CH:5][CH:4]=1)[NH:9][C:11]([C:19]1[CH:24]=[CH:23][CH:22]=[CH:21][CH:20]=1)=[C:12]2[CH2:13][CH2:14][CH2:15][CH2:16][CH3:17]. The catalyst class is: 8. (9) Reactant: [Cl:1][C:2]1[CH:7]=[C:6]([O:8][CH2:9][C:10]2[CH:15]=[CH:14][CH:13]=[CH:12][CH:11]=2)[CH:5]=[C:4]([Cl:16])[C:3]=1[O:17][CH2:18][CH2:19][CH2:20][CH2:21]Cl.[CH3:23][C:24]1([CH3:34])[O:28][C:27]2[CH:29]=[CH:30][CH:31]=[C:32](O)[C:26]=2[O:25]1.C(=O)([O-])[O-:36].[K+].[K+].O. Product: [CH3:23][C:24]1([CH3:34])[O:28][C:27]2[CH:29]=[CH:30][C:31]([O:36][CH2:21][CH2:20][CH2:19][CH2:18][O:17][C:3]3[C:4]([Cl:16])=[CH:5][C:6]([O:8][CH2:9][C:10]4[CH:11]=[CH:12][CH:13]=[CH:14][CH:15]=4)=[CH:7][C:2]=3[Cl:1])=[CH:32][C:26]=2[O:25]1. The catalyst class is: 3. (10) Reactant: [Cl:1][C:2]1[CH:17]=[CH:16][C:15]([O:18][CH3:19])=[CH:14][C:3]=1[NH:4][C:5]1[CH:13]=[CH:12][CH:11]=[CH:10][C:6]=1[C:7]([OH:9])=[O:8].N1C=CC=CC=1.Cl[C:27](=[O:33])[C:28]([O:30]CC)=[O:29].Cl. Product: [C:28]([C:27]([N:4]([C:5]1[CH:13]=[CH:12][CH:11]=[CH:10][C:6]=1[C:7]([OH:9])=[O:8])[C:3]1[CH:14]=[C:15]([O:18][CH3:19])[CH:16]=[CH:17][C:2]=1[Cl:1])=[O:33])([OH:30])=[O:29]. The catalyst class is: 13.